From a dataset of Full USPTO retrosynthesis dataset with 1.9M reactions from patents (1976-2016). Predict the reactants needed to synthesize the given product. Given the product [ClH:35].[CH3:1][O:2][C:3]1[CH:4]=[C:5]2[C:10](=[CH:11][C:12]=1[O:13][CH2:14][CH2:15][CH2:16][N:17]1[CH2:18][CH2:19][O:20][CH2:21][CH2:22]1)[N:9]=[CH:8][CH:7]=[C:6]2[O:23][C:24]1[CH:29]=[C:28]([CH3:30])[C:27]([CH3:31])=[CH:26][C:25]=1[C:32](=[O:34])[CH3:33], predict the reactants needed to synthesize it. The reactants are: [CH3:1][O:2][C:3]1[CH:4]=[C:5]2[C:10](=[CH:11][C:12]=1[O:13][CH2:14][CH2:15][CH2:16][N:17]1[CH2:22][CH2:21][O:20][CH2:19][CH2:18]1)[N:9]=[CH:8][CH:7]=[C:6]2[O:23][C:24]1[CH:29]=[C:28]([CH3:30])[C:27]([CH3:31])=[CH:26][C:25]=1[C:32](=[O:34])[CH3:33].[ClH:35].CO.